Dataset: Forward reaction prediction with 1.9M reactions from USPTO patents (1976-2016). Task: Predict the product of the given reaction. (1) Given the reactants [C:1]1([C:9]([CH:11]([C:13]2[CH:20]=[CH:19][C:16]([O:17][CH3:18])=[CH:15][CH:14]=2)O)=O)[CH:8]=[CH:7][C:4]([O:5][CH3:6])=[CH:3][CH:2]=1.[NH2:21][C:22]([NH2:24])=[S:23], predict the reaction product. The product is: [CH3:6][O:5][C:4]1[CH:7]=[CH:8][C:1]([C:9]2[N:21]=[C:22]([SH:23])[NH:24][C:11]=2[C:13]2[CH:20]=[CH:19][C:16]([O:17][CH3:18])=[CH:15][CH:14]=2)=[CH:2][CH:3]=1. (2) Given the reactants [C:1](=O)([O-])[O-].[K+].[K+].CI.[NH2:9][C:10]1[N:15]=[C:14]([C:16]2[CH:21]=[CH:20][CH:19]=[CH:18][C:17]=2[OH:22])[CH:13]=[C:12]([CH:23]2[CH2:28][CH2:27][CH2:26][NH:25][CH2:24]2)[N:11]=1, predict the reaction product. The product is: [NH2:9][C:10]1[N:15]=[C:14]([C:16]2[CH:21]=[CH:20][CH:19]=[CH:18][C:17]=2[OH:22])[CH:13]=[C:12]([CH:23]2[CH2:28][CH2:27][CH2:26][N:25]([CH3:1])[CH2:24]2)[N:11]=1. (3) Given the reactants Cl[C:2]1[N:10]=[C:9]2[C:5]([N:6]=[CH:7][N:8]2[CH:11]2[CH2:16][CH2:15][CH2:14][CH2:13][O:12]2)=[C:4]([NH2:17])[N:3]=1, predict the reaction product. The product is: [CH2:11]([O:12][C:2]1[N:10]=[C:9]2[C:5]([N:6]=[CH:7][N:8]2[CH:11]2[CH2:16][CH2:15][CH2:14][CH2:13][O:12]2)=[C:4]([NH2:17])[N:3]=1)[CH2:16][CH2:15][CH3:14].